Task: Predict the product of the given reaction.. Dataset: Forward reaction prediction with 1.9M reactions from USPTO patents (1976-2016) The product is: [Br:1][C:2]1[CH:3]=[N:4][C:5]2[N:6]([N:8]=[C:9]([C:11]([N:21]3[CH2:20][CH2:19][N:18]4[CH:23]=[C:15]([CH3:14])[N:16]=[C:17]4[CH2:22]3)=[O:13])[CH:10]=2)[CH:7]=1. Given the reactants [Br:1][C:2]1[CH:3]=[N:4][C:5]2[N:6]([N:8]=[C:9]([C:11]([OH:13])=O)[CH:10]=2)[CH:7]=1.[CH3:14][C:15]1[N:16]=[C:17]2[CH2:22][NH:21][CH2:20][CH2:19][N:18]2[CH:23]=1, predict the reaction product.